Dataset: Forward reaction prediction with 1.9M reactions from USPTO patents (1976-2016). Task: Predict the product of the given reaction. (1) Given the reactants [CH3:1][O:2][C:3]1[N:8]=[CH:7][C:6]([OH:9])=[CH:5][C:4]=1[CH2:10][C:11]([CH3:14])([CH3:13])[CH3:12].C(=O)([O-])[O-].[K+].[K+].CN(C=O)C.[CH2:26](Br)[C:27]1[CH:32]=[CH:31][CH:30]=[CH:29][CH:28]=1, predict the reaction product. The product is: [CH2:26]([O:9][C:6]1[CH:5]=[C:4]([CH2:10][C:11]([CH3:14])([CH3:13])[CH3:12])[C:3]([O:2][CH3:1])=[N:8][CH:7]=1)[C:27]1[CH:32]=[CH:31][CH:30]=[CH:29][CH:28]=1. (2) The product is: [CH2:15]([O:14][C:12]1[NH:11][N:10]=[C:9]([NH:8][C:6]2[C:5]([N+:17]([O-:19])=[O:18])=[CH:4][CH:3]=[C:2]([NH:30][C@H:27]([C:24]3[CH:23]=[CH:22][C:21]([F:20])=[CH:26][N:25]=3)[CH2:28][CH3:29])[N:7]=2)[CH:13]=1)[CH3:16]. Given the reactants Cl[C:2]1[N:7]=[C:6]([NH:8][C:9]2[CH:13]=[C:12]([O:14][CH2:15][CH3:16])[NH:11][N:10]=2)[C:5]([N+:17]([O-:19])=[O:18])=[CH:4][CH:3]=1.[F:20][C:21]1[CH:22]=[CH:23][C:24]([C@@H:27]([NH2:30])[CH2:28][CH3:29])=[N:25][CH:26]=1, predict the reaction product. (3) Given the reactants [CH2:1]([C:8]1[CH:9]=[N:10][C:11]2[C:16]([C:17]=1[C:18]1[CH:19]=[C:20]([NH2:24])[CH:21]=[CH:22][CH:23]=1)=[CH:15][CH:14]=[CH:13][C:12]=2[C:25]([F:28])([F:27])[F:26])[C:2]1[CH:7]=[CH:6][CH:5]=[CH:4][CH:3]=1.[CH:29]([O:32][C:33]1[CH:40]=[CH:39][CH:38]=[CH:37][C:34]=1[CH:35]=O)([CH3:31])[CH3:30], predict the reaction product. The product is: [CH2:1]([C:8]1[CH:9]=[N:10][C:11]2[C:16]([C:17]=1[C:18]1[CH:19]=[C:20]([NH:24][CH2:35][C:34]3[CH:37]=[CH:38][CH:39]=[CH:40][C:33]=3[O:32][CH:29]([CH3:31])[CH3:30])[CH:21]=[CH:22][CH:23]=1)=[CH:15][CH:14]=[CH:13][C:12]=2[C:25]([F:28])([F:26])[F:27])[C:2]1[CH:3]=[CH:4][CH:5]=[CH:6][CH:7]=1. (4) The product is: [N:14]1([CH2:13][C:10]2[CH:11]=[CH:12][C:7]([N:1]3[CH2:2][CH2:3][O:4][CH2:5][CH2:6]3)=[CH:8][C:9]=2[O:27][C:28]([F:30])([F:31])[F:29])[CH2:19][CH2:18][NH:17][CH2:16][CH2:15]1. Given the reactants [N:1]1([C:7]2[CH:12]=[CH:11][C:10]([CH2:13][N:14]3[CH2:19][CH2:18][N:17](C(OC(C)(C)C)=O)[CH2:16][CH2:15]3)=[C:9]([O:27][C:28]([F:31])([F:30])[F:29])[CH:8]=2)[CH2:6][CH2:5][O:4][CH2:3][CH2:2]1.FC(F)(F)C(O)=O, predict the reaction product. (5) The product is: [CH3:20][O:19][C:16]1[CH:15]=[CH:14][C:13]([C:12]2[C:6]3[CH2:5][C:4]4[S:3][C:2]([C:37]5[CH:42]=[CH:41][N:40]=[CH:39][CH:38]=5)=[CH:9][C:8]=4[C:7]=3[N:10]([CH2:21][O:22][CH2:23][CH2:24][Si:25]([CH3:26])([CH3:28])[CH3:27])[N:11]=2)=[CH:18][CH:17]=1. Given the reactants Br[C:2]1[S:3][C:4]2[CH2:5][C:6]3[C:12]([C:13]4[CH:18]=[CH:17][C:16]([O:19][CH3:20])=[CH:15][CH:14]=4)=[N:11][N:10]([CH2:21][O:22][CH2:23][CH2:24][Si:25]([CH3:28])([CH3:27])[CH3:26])[C:7]=3[C:8]=2[CH:9]=1.CC1(C)C(C)(C)OB([C:37]2[CH:42]=[CH:41][N:40]=[CH:39][CH:38]=2)O1.C([O-])([O-])=O.[Na+].[Na+], predict the reaction product.